From a dataset of Peptide-MHC class II binding affinity with 134,281 pairs from IEDB. Regression. Given a peptide amino acid sequence and an MHC pseudo amino acid sequence, predict their binding affinity value. This is MHC class II binding data. (1) The MHC is HLA-DPA10201-DPB11401 with pseudo-sequence HLA-DPA10201-DPB11401. The peptide sequence is EPAYFATAESVRDHL. The binding affinity (normalized) is 0.190. (2) The peptide sequence is NVKCKTPTQLAETID. The MHC is DRB3_0101 with pseudo-sequence DRB3_0101. The binding affinity (normalized) is 0.0234. (3) The peptide sequence is YLGKREDQWCGSLIGLT. The MHC is DRB5_0101 with pseudo-sequence DRB5_0101. The binding affinity (normalized) is 0.108. (4) The peptide sequence is APEVKYTVFETALKK. The MHC is HLA-DPA10201-DPB11401 with pseudo-sequence HLA-DPA10201-DPB11401. The binding affinity (normalized) is 0.454. (5) The peptide sequence is AKKVAATAANAAPAN. The MHC is DRB1_0701 with pseudo-sequence DRB1_0701. The binding affinity (normalized) is 0.442. (6) The peptide sequence is HSLLDEGKQSLTKLA. The MHC is HLA-DQA10101-DQB10501 with pseudo-sequence HLA-DQA10101-DQB10501. The binding affinity (normalized) is 0. (7) The peptide sequence is GPVTILNWSFVRNDQ. The MHC is DRB3_0202 with pseudo-sequence DRB3_0202. The binding affinity (normalized) is 0.289.